Dataset: Catalyst prediction with 721,799 reactions and 888 catalyst types from USPTO. Task: Predict which catalyst facilitates the given reaction. Reactant: [H-].C([Al+]CC(C)C)C(C)C.[Cl:11][C:12]1[CH:23]=[CH:22][C:15]([C:16](N(OC)C)=[O:17])=[C:14]([N:24]([S:28]([C:31]2[CH:36]=[CH:35][C:34]([Cl:37])=[C:33]([C:38]([F:41])([F:40])[F:39])[CH:32]=2)(=[O:30])=[O:29])[CH2:25][O:26][CH3:27])[CH:13]=1.C([O-])(=O)C(C(C([O-])=O)O)O.[K+].[Na+]. Product: [Cl:37][C:34]1[CH:35]=[CH:36][C:31]([S:28]([N:24]([C:14]2[CH:13]=[C:12]([Cl:11])[CH:23]=[CH:22][C:15]=2[CH:16]=[O:17])[CH2:25][O:26][CH3:27])(=[O:29])=[O:30])=[CH:32][C:33]=1[C:38]([F:40])([F:41])[F:39]. The catalyst class is: 1.